From a dataset of Catalyst prediction with 721,799 reactions and 888 catalyst types from USPTO. Predict which catalyst facilitates the given reaction. (1) Reactant: [CH3:1][N:2]1CC[O:5][CH2:4][CH2:3]1.[C:8]([O:12][C:13]([N:15]1[CH2:20][CH2:19][C:18](=[C:21]([Br:31])[C:22]2[CH:27]=[CH:26][C:25]([C:28](O)=[O:29])=[CH:24][CH:23]=2)[CH2:17][CH2:16]1)=[O:14])([CH3:11])([CH3:10])[CH3:9].CN(C(ON1N=NC2C=CC=CC1=2)=[N+](C)C)C.[B-](F)(F)(F)F.CNCCO. Product: [C:8]([O:12][C:13]([N:15]1[CH2:20][CH2:19][C:18](=[C:21]([Br:31])[C:22]2[CH:27]=[CH:26][C:25]([C:28](=[O:29])[N:2]([CH2:3][CH2:4][OH:5])[CH3:1])=[CH:24][CH:23]=2)[CH2:17][CH2:16]1)=[O:14])([CH3:9])([CH3:10])[CH3:11]. The catalyst class is: 31. (2) Reactant: [Br:1]N1C(=O)CCC1=O.[Cl:9][C:10]1[CH:11]=[C:12]([C:16]2[C:21]3[N:22]([CH:25]([C@H:27]4[CH2:32][CH2:31][C@H:30]([CH3:33])[CH2:29][CH2:28]4)[CH3:26])[CH:23]=[N:24][C:20]=3[CH:19]=[C:18]([C:34]#[N:35])[N:17]=2)[CH:13]=[N:14][CH:15]=1. Product: [Br:1][C:23]1[N:22]([CH:25]([C@H:27]2[CH2:32][CH2:31][C@H:30]([CH3:33])[CH2:29][CH2:28]2)[CH3:26])[C:21]2[C:16]([C:12]3[CH:13]=[N:14][CH:15]=[C:10]([Cl:9])[CH:11]=3)=[N:17][C:18]([C:34]#[N:35])=[CH:19][C:20]=2[N:24]=1. The catalyst class is: 452. (3) Reactant: CC1C=CC(S(O[CH2:12][CH2:13][CH2:14][CH2:15][O:16][C:17]2[CH:22]=[CH:21][CH:20]=[C:19]([Cl:23])[N:18]=2)(=O)=O)=CC=1.[CH2:24]1[C:33]2[C:28](=[CH:29][CH:30]=[CH:31][CH:32]=2)[CH2:27][CH2:26][NH:25]1. Product: [Cl:23][C:19]1[N:18]=[C:17]([O:16][CH2:15][CH2:14][CH2:13][CH2:12][N:25]2[CH2:26][CH2:27][C:28]3[C:33](=[CH:32][CH:31]=[CH:30][CH:29]=3)[CH2:24]2)[CH:22]=[CH:21][CH:20]=1. The catalyst class is: 107.